This data is from NCI-60 drug combinations with 297,098 pairs across 59 cell lines. The task is: Regression. Given two drug SMILES strings and cell line genomic features, predict the synergy score measuring deviation from expected non-interaction effect. (1) Drug 1: C1=NC2=C(N=C(N=C2N1C3C(C(C(O3)CO)O)O)F)N. Drug 2: CN(CCCl)CCCl.Cl. Cell line: SF-268. Synergy scores: CSS=2.59, Synergy_ZIP=-1.68, Synergy_Bliss=1.27, Synergy_Loewe=-3.21, Synergy_HSA=1.08. (2) Drug 1: CC(CN1CC(=O)NC(=O)C1)N2CC(=O)NC(=O)C2. Drug 2: CCN(CC)CCNC(=O)C1=C(NC(=C1C)C=C2C3=C(C=CC(=C3)F)NC2=O)C. Cell line: MCF7. Synergy scores: CSS=5.99, Synergy_ZIP=-4.48, Synergy_Bliss=-3.29, Synergy_Loewe=-3.12, Synergy_HSA=-3.32. (3) Drug 1: CCN(CC)CCCC(C)NC1=C2C=C(C=CC2=NC3=C1C=CC(=C3)Cl)OC. Drug 2: C1C(C(OC1N2C=NC3=C2NC=NCC3O)CO)O. Cell line: UACC-257. Synergy scores: CSS=1.62, Synergy_ZIP=0.904, Synergy_Bliss=2.17, Synergy_Loewe=-1.83, Synergy_HSA=-1.85. (4) Drug 1: CC12CCC3C(C1CCC2O)C(CC4=C3C=CC(=C4)O)CCCCCCCCCS(=O)CCCC(C(F)(F)F)(F)F. Drug 2: N.N.Cl[Pt+2]Cl. Cell line: ACHN. Synergy scores: CSS=46.3, Synergy_ZIP=1.75, Synergy_Bliss=3.47, Synergy_Loewe=-8.53, Synergy_HSA=-0.806. (5) Drug 1: CC12CCC(CC1=CCC3C2CCC4(C3CC=C4C5=CN=CC=C5)C)O. Drug 2: CNC(=O)C1=NC=CC(=C1)OC2=CC=C(C=C2)NC(=O)NC3=CC(=C(C=C3)Cl)C(F)(F)F. Cell line: ACHN. Synergy scores: CSS=1.99, Synergy_ZIP=1.46, Synergy_Bliss=0.754, Synergy_Loewe=-14.4, Synergy_HSA=-1.00.